The task is: Predict the reactants needed to synthesize the given product.. This data is from Full USPTO retrosynthesis dataset with 1.9M reactions from patents (1976-2016). (1) Given the product [Br:10][CH2:11][CH2:12][CH2:13][O:1][C:2]1[CH:9]=[CH:8][C:5]([C:6]#[N:7])=[CH:4][CH:3]=1, predict the reactants needed to synthesize it. The reactants are: [OH:1][C:2]1[CH:9]=[CH:8][C:5]([C:6]#[N:7])=[CH:4][CH:3]=1.[Br:10][CH2:11][CH2:12][CH2:13]Br. (2) Given the product [CH2:6]([OH:14])[CH2:7][CH2:8][CH2:9][CH2:10][CH2:11][CH2:12][CH3:13].[OH2:2], predict the reactants needed to synthesize it. The reactants are: P([O-])([O-])([O-])=[O:2].[CH2:6]([OH:14])[CH2:7][CH2:8][CH2:9][CH2:10][CH2:11][CH2:12][CH3:13]. (3) Given the product [CH2:3]([N:10]1[CH2:14][C@@H:13]([C:15]2[CH:16]=[CH:17][C:18]([Cl:21])=[CH:19][CH:20]=2)[C@@H:12]([C:22]([OH:24])=[O:23])[CH2:11]1)[C:4]1[CH:5]=[CH:6][CH:7]=[CH:8][CH:9]=1, predict the reactants needed to synthesize it. The reactants are: O=O.[CH2:3]([N:10]1[CH2:14][C:13]([C:15]2[CH:20]=[CH:19][C:18]([Cl:21])=[CH:17][CH:16]=2)=[C:12]([C:22]([OH:24])=[O:23])[CH2:11]1)[C:4]1[CH:9]=[CH:8][CH:7]=[CH:6][CH:5]=1.COC1C(C2C(OC)=CC=CC=2P(C2OC=CC=2)C2OC=CC=2)=C(P(C2OC=CC=2)C2OC=CC=2)C=CC=1.[H][H]. (4) Given the product [CH3:1][O:2][C:3](=[O:24])[CH2:4][CH:5]1[C:9]2=[CH:10][C:11]3[C:12]([CH:21]([CH3:22])[CH3:23])=[CH:13][C:14]([S:17]([CH3:20])(=[O:19])=[O:18])=[CH:15][C:16]=3[N:8]2[CH2:7][CH2:6]1, predict the reactants needed to synthesize it. The reactants are: [CH3:1][O:2][C:3](=[O:24])[CH2:4][CH:5]1[C:9]2=[CH:10][C:11]3[C:12]([C:21]([CH3:23])=[CH2:22])=[CH:13][C:14]([S:17]([CH3:20])(=[O:19])=[O:18])=[CH:15][C:16]=3[N:8]2[CH2:7][CH2:6]1. (5) Given the product [F:30][C:28]1([F:31])[CH2:27][CH:26]([C:24]2[O:23][N:22]=[C:21]([C:19]3[CH:18]=[CH:17][C:16]([F:32])=[C:15]([NH:14][C:12]([C:9]4[N:7]5[CH:8]=[C:3]([C:1]6[NH:43][C:40]([CH3:41])=[N:42][N:2]=6)[CH:4]=[CH:5][C:6]5=[N:11][CH:10]=4)=[O:13])[CH:20]=3)[N:25]=2)[CH2:29]1, predict the reactants needed to synthesize it. The reactants are: [C:1]([C:3]1[CH:4]=[CH:5][C:6]2[N:7]([C:9]([C:12]([NH:14][C:15]3[CH:20]=[C:19]([C:21]4[N:25]=[C:24]([CH:26]5[CH2:29][C:28]([F:31])([F:30])[CH2:27]5)[O:23][N:22]=4)[CH:18]=[CH:17][C:16]=3[F:32])=[O:13])=[CH:10][N:11]=2)[CH:8]=1)#[N:2].C([O-])([O-])=O.[Cs+].[Cs+].Cl.[C:40](=[NH:43])([NH2:42])[CH3:41].